Dataset: Catalyst prediction with 721,799 reactions and 888 catalyst types from USPTO. Task: Predict which catalyst facilitates the given reaction. (1) Reactant: Br[C:2]1[C:7]([CH3:8])=[CH:6][CH:5]=[CH:4][N:3]=1.[Li]CCCC.[CH2:14]([Sn:18](Cl)([CH2:23][CH2:24][CH2:25][CH3:26])[CH2:19][CH2:20][CH2:21][CH3:22])[CH2:15][CH2:16][CH3:17].CCOC(C)=O. Product: [CH3:8][C:7]1[C:2]([Sn:18]([CH2:19][CH2:20][CH2:21][CH3:22])([CH2:23][CH2:24][CH2:25][CH3:26])[CH2:14][CH2:15][CH2:16][CH3:17])=[N:3][CH:4]=[CH:5][CH:6]=1. The catalyst class is: 1. (2) Reactant: Cl[C:2]1[CH:11]=[CH:10][C:9]2[C:4](=[CH:5][CH:6]=[C:7]([Br:12])[CH:8]=2)[N:3]=1.[CH3:13][O-:14].[Na+]. Product: [Br:12][C:7]1[CH:8]=[C:9]2[C:4](=[CH:5][CH:6]=1)[N:3]=[C:2]([O:14][CH3:13])[CH:11]=[CH:10]2. The catalyst class is: 5.